From a dataset of Full USPTO retrosynthesis dataset with 1.9M reactions from patents (1976-2016). Predict the reactants needed to synthesize the given product. (1) The reactants are: [NH2:1][N:2]1[CH:6]=[CH:5][C:4]([Cl:7])=[C:3]1[C:8]([OH:10])=[O:9].[Cl:11][CH2:12][C:13](Cl)=[O:14]. Given the product [Cl:7][C:4]1[CH:5]=[CH:6][N:2]([NH:1][C:13](=[O:14])[CH2:12][Cl:11])[C:3]=1[C:8]([OH:10])=[O:9], predict the reactants needed to synthesize it. (2) Given the product [C:1]1([C:10]([OH:12])=[O:11])[CH:2]=[CH:3][N:4]2[C:9]=1[CH:8]=[CH:7][CH:6]=[CH:5]2, predict the reactants needed to synthesize it. The reactants are: [C:1]1([C:10]([O:12]CC)=[O:11])[CH:2]=[CH:3][N:4]2[C:9]=1[CH:8]=[CH:7][CH:6]=[CH:5]2.[OH-].[Na+]. (3) Given the product [F:15][C:12]1[CH:13]=[CH:14][C:9]([C:3]2[N:4]=[C:5]([CH3:8])[N:6]([CH3:7])[C:2]=2[C:22]2[CH:21]=[C:20]3[C:25](=[CH:24][CH:23]=2)[NH:17][N:18]=[CH:19]3)=[CH:10][C:11]=1[CH3:16], predict the reactants needed to synthesize it. The reactants are: Br[C:2]1[N:6]([CH3:7])[C:5]([CH3:8])=[N:4][C:3]=1[C:9]1[CH:14]=[CH:13][C:12]([F:15])=[C:11]([CH3:16])[CH:10]=1.[NH:17]1[C:25]2[C:20](=[CH:21][C:22](B3OC(C)(C)C(C)(C)O3)=[CH:23][CH:24]=2)[CH:19]=[N:18]1.C([O-])([O-])=O.[Na+].[Na+]. (4) Given the product [Cl:1][C:2]1[C:3]([C:13]#[N:14])=[N:4][CH:5]=[CH:6][CH:7]=1, predict the reactants needed to synthesize it. The reactants are: [Cl:1][C:2]1[CH:3]=[N+:4]([O-])[CH:5]=[CH:6][CH:7]=1.C[Si]([C:13]#[N:14])(C)C.CCN(CC)CC. (5) Given the product [ClH:84].[F:83][C:80]([F:82])([CH3:81])[CH2:79][CH2:78][C:75]1[N:76]=[CH:77][C:72]([C:69]2[CH:70]=[CH:71][C:66]([S:63]([C:57]3([C:55]([NH:54][OH:53])=[O:56])[CH2:58][CH2:59][O:60][CH2:61][CH2:62]3)(=[O:65])=[O:64])=[CH:67][CH:68]=2)=[N:73][CH:74]=1, predict the reactants needed to synthesize it. The reactants are: O1CCCCC1ONC(C1(S(C2C=CC(C3C=CC(CCC(F)(F)C)=CC=3)=CC=2)(=O)=O)CCN(C2CC2)CC1)=O.CCOC(C)=O.O1CCCCC1[O:53][NH:54][C:55]([C:57]1([S:63]([C:66]2[CH:71]=[CH:70][C:69]([C:72]3[CH:77]=[N:76][C:75]([CH2:78][CH2:79][C:80]([F:83])([F:82])[CH3:81])=[CH:74][N:73]=3)=[CH:68][CH:67]=2)(=[O:65])=[O:64])[CH2:62][CH2:61][O:60][CH2:59][CH2:58]1)=[O:56].[ClH:84]. (6) Given the product [Cl:18][C:19]1[CH:20]=[CH:21][C:22]([NH:29][S:30]([CH2:33][CH2:34][C:35]2[CH:40]=[CH:39][C:38]([Cl:41])=[CH:37][C:36]=2[O:42][CH3:43])(=[O:32])=[O:31])=[C:23]([S:25]([NH2:28])(=[O:26])=[O:27])[CH:24]=1, predict the reactants needed to synthesize it. The reactants are: C([O-])(=O)C.[Na+].C1(C)C=CC(S(NN)(=O)=O)=CC=1.[Cl:18][C:19]1[CH:20]=[CH:21][C:22]([NH:29][S:30](/[CH:33]=[CH:34]/[C:35]2[CH:40]=[CH:39][C:38]([Cl:41])=[CH:37][C:36]=2[O:42][CH3:43])(=[O:32])=[O:31])=[C:23]([S:25]([NH2:28])(=[O:27])=[O:26])[CH:24]=1. (7) Given the product [Cl:24][C:23]1[C:17]2[S:16][C:15]([C:3]3[CH:4]=[CH:5][S:1][CH:2]=3)=[N:19][C:18]=2[CH:20]=[CH:21][C:22]=1[F:25], predict the reactants needed to synthesize it. The reactants are: [S:1]1[CH:5]=[CH:4][C:3](B(O)O)=[CH:2]1.C(=O)([O-])O.[Na+].Br[C:15]1[S:16][C:17]2[C:23]([Cl:24])=[C:22]([F:25])[CH:21]=[CH:20][C:18]=2[N:19]=1.BrC1SC2C=C(F)C(Cl)=CC=2N=1. (8) Given the product [CH:24]1[CH:25]=[C:26]2[C:17]([C:15]3[C:14]([NH:20][C:21]2=[CH:22][CH:23]=1)=[CH:13][C:9]1[C:10]([C:7]2[C:2]([NH:1][C:8]=1[CH:16]=3)=[CH:3][CH:4]=[CH:5][CH:6]=2)=[O:11])=[O:18], predict the reactants needed to synthesize it. The reactants are: [NH:1]([C:8]1[CH:16]=[C:15]([C:17](O)=[O:18])[C:14]([NH:20][C:21]2[CH:26]=[CH:25][CH:24]=[CH:23][CH:22]=2)=[CH:13][C:9]=1[C:10](O)=[O:11])[C:2]1[CH:7]=[CH:6][CH:5]=[CH:4][CH:3]=1.COC1C=CC(NC2C=C(C(O)=O)C(NC3C=CC(OC)=CC=3)=CC=2C(O)=O)=CC=1.